From a dataset of NCI-60 drug combinations with 297,098 pairs across 59 cell lines. Regression. Given two drug SMILES strings and cell line genomic features, predict the synergy score measuring deviation from expected non-interaction effect. (1) Drug 1: C1CCN(CC1)CCOC2=CC=C(C=C2)C(=O)C3=C(SC4=C3C=CC(=C4)O)C5=CC=C(C=C5)O. Drug 2: C1=CC(=CC=C1C#N)C(C2=CC=C(C=C2)C#N)N3C=NC=N3. Cell line: UO-31. Synergy scores: CSS=4.55, Synergy_ZIP=-4.08, Synergy_Bliss=-2.22, Synergy_Loewe=0.271, Synergy_HSA=0.445. (2) Drug 1: COC1=C2C(=CC3=C1OC=C3)C=CC(=O)O2. Drug 2: C1C(C(OC1N2C=NC3=C2NC=NCC3O)CO)O. Cell line: SF-539. Synergy scores: CSS=-2.58, Synergy_ZIP=6.69, Synergy_Bliss=6.25, Synergy_Loewe=-3.31, Synergy_HSA=-0.961.